From a dataset of Tox21: 12 toxicity assays (nuclear receptors and stress response pathways). Binary classification across 12 toxicity assays. (1) The compound is C[C@]12CC[C@H]3[C@@H](CCC4=CC(=O)C=C[C@@]43C)[C@@H]1CCC(=O)O2. It tested positive (active) for: NR-AR (Androgen Receptor agonist activity), NR-ER (Estrogen Receptor agonist activity), and NR-ER-LBD (Estrogen Receptor Ligand Binding Domain agonist). (2) The drug is COc1ccc2cc(CCC(C)=O)ccc2c1. It tested positive (active) for: NR-ER (Estrogen Receptor agonist activity), SR-ARE (Antioxidant Response Element (oxidative stress)), and SR-ATAD5 (ATAD5 genotoxicity (DNA damage)). (3) The drug is BrCC(Br)C1CCC(Br)C(Br)C1. It tested positive (active) for: NR-AR (Androgen Receptor agonist activity), and SR-MMP (Mitochondrial Membrane Potential disruption). (4) The drug is O=C1C(Cl)=C(Cl)C(=O)C(Cl)=C1Cl. It tested positive (active) for: NR-AhR (Aryl hydrocarbon Receptor agonist activity), NR-ER-LBD (Estrogen Receptor Ligand Binding Domain agonist), SR-HSE (Heat Shock Element response), SR-MMP (Mitochondrial Membrane Potential disruption), and SR-p53 (p53 tumor suppressor activation). (5) The compound is CN(C)CCCNCCCN. It tested positive (active) for: SR-ARE (Antioxidant Response Element (oxidative stress)). (6) The drug is O=C(O)c1cc(-c2ccccc2)nc2ccccc12. It tested positive (active) for: NR-PPAR-gamma (PPAR-gamma nuclear receptor agonist). (7) The compound is CCCCC(CC)COC(=O)c1ccc(O)cc1. It tested positive (active) for: NR-ER (Estrogen Receptor agonist activity), NR-ER-LBD (Estrogen Receptor Ligand Binding Domain agonist), and SR-MMP (Mitochondrial Membrane Potential disruption). (8) The molecule is Cc1ccc(Nc2nccc(N(C)c3ccc4c(C)n(C)nc4c3)n2)cc1S(N)(=O)=O. It tested positive (active) for: SR-p53 (p53 tumor suppressor activation).